Predict the reactants needed to synthesize the given product. From a dataset of Full USPTO retrosynthesis dataset with 1.9M reactions from patents (1976-2016). (1) The reactants are: Cl[CH2:2][CH2:3][CH2:4][S:5]([NH:8][C:9]1[C:10]([F:22])=[C:11]([CH:16]=[C:17]([N+:19]([O-:21])=[O:20])[CH:18]=1)[C:12]([O:14][CH3:15])=[O:13])(=[O:7])=[O:6].CCN(CC)CC. Given the product [O:6]=[S:5]1(=[O:7])[CH2:4][CH2:3][CH2:2][N:8]1[C:9]1[C:10]([F:22])=[C:11]([CH:16]=[C:17]([N+:19]([O-:21])=[O:20])[CH:18]=1)[C:12]([O:14][CH3:15])=[O:13], predict the reactants needed to synthesize it. (2) Given the product [CH3:2][O:3][C:4](=[O:23])[CH2:5][CH:6]([NH2:22])[C:7]1[CH:12]=[CH:11][C:10]([O:13][CH:14]([F:15])[F:16])=[C:9]([O:17][CH2:18][CH:19]2[CH2:20][CH2:21]2)[CH:8]=1, predict the reactants needed to synthesize it. The reactants are: Cl.[CH3:2][O:3][C:4](=[O:23])[CH2:5][CH:6]([NH2:22])[C:7]1[CH:12]=[CH:11][C:10]([O:13][CH:14]([F:16])[F:15])=[C:9]([O:17][CH2:18][CH:19]2[CH2:21][CH2:20]2)[CH:8]=1.O.C(=O)([O-])[O-].[Na+].[Na+].